Dataset: TCR-epitope binding with 47,182 pairs between 192 epitopes and 23,139 TCRs. Task: Binary Classification. Given a T-cell receptor sequence (or CDR3 region) and an epitope sequence, predict whether binding occurs between them. (1) The epitope is ALLADKFPV. The TCR CDR3 sequence is CASSSSGQGLNYGYTF. Result: 0 (the TCR does not bind to the epitope). (2) The epitope is NQKLIANQF. The TCR CDR3 sequence is CASSAGSGNEQYF. Result: 0 (the TCR does not bind to the epitope). (3) The epitope is RISNCVADY. The TCR CDR3 sequence is CASSSSSGGAANEQFF. Result: 0 (the TCR does not bind to the epitope). (4) The epitope is FVRATATIPI. Result: 0 (the TCR does not bind to the epitope). The TCR CDR3 sequence is CGASYEQYF. (5) The epitope is DATYQRTRALVR. The TCR CDR3 sequence is CASSAHYEQYF. Result: 0 (the TCR does not bind to the epitope). (6) The epitope is FLASKIGRLV. The TCR CDR3 sequence is CASSPDRGRMTEAFF. Result: 0 (the TCR does not bind to the epitope).